This data is from Forward reaction prediction with 1.9M reactions from USPTO patents (1976-2016). The task is: Predict the product of the given reaction. (1) Given the reactants N1C=CC=CC=1.[F:7][C:8]1[CH:17]=[C:16]2[C:11]([C@:12]([NH:21][C:22]([NH:24][C:25](=[O:32])[C:26]3[CH:31]=[CH:30][CH:29]=[CH:28][CH:27]=3)=[S:23])([CH3:20])[C@@H:13]([CH2:18]O)[CH2:14][O:15]2)=[CH:10][CH:9]=1.S(OS(C(F)(F)F)(=O)=O)(C(F)(F)F)(=O)=O.C(=O)(O)[O-].[Na+], predict the reaction product. The product is: [F:7][C:8]1[CH:9]=[CH:10][C:11]2[C@@:12]3([CH3:20])[N:21]=[C:22]([NH:24][C:25](=[O:32])[C:26]4[CH:31]=[CH:30][CH:29]=[CH:28][CH:27]=4)[S:23][CH2:18][C@H:13]3[CH2:14][O:15][C:16]=2[CH:17]=1. (2) Given the reactants Cl[C:2]1[CH:7]=[C:6]([Cl:8])[N:5]=[C:4]([NH2:9])[N:3]=1.CCN(C(C)C)C(C)C.[CH2:19]([NH2:26])[C:20]1[CH:25]=[CH:24][CH:23]=[CH:22][CH:21]=1.CCOC(C)=O, predict the reaction product. The product is: [Cl:8][C:6]1[N:5]=[C:4]([NH2:9])[N:3]=[C:2]([NH:26][CH2:19][C:20]2[CH:25]=[CH:24][CH:23]=[CH:22][CH:21]=2)[CH:7]=1. (3) Given the reactants [C:1]1([C:31]2[CH:36]=[CH:35][CH:34]=[CH:33][CH:32]=2)[CH:6]=[CH:5][C:4]([O:7][CH:8]2[CH2:12][CH2:11][N:10]([C:13]3[CH:18]=[CH:17][C:16]([O:19]COCC[Si](C)(C)C)=[C:15]([O:28][CH3:29])[CH:14]=3)[C:9]2=[O:30])=[CH:3][CH:2]=1.Cl.O1CCOCC1, predict the reaction product. The product is: [C:1]1([C:31]2[CH:36]=[CH:35][CH:34]=[CH:33][CH:32]=2)[CH:2]=[CH:3][C:4]([O:7][CH:8]2[CH2:12][CH2:11][N:10]([C:13]3[CH:18]=[CH:17][C:16]([OH:19])=[C:15]([O:28][CH3:29])[CH:14]=3)[C:9]2=[O:30])=[CH:5][CH:6]=1. (4) Given the reactants [F:1][C:2]1[CH:7]=[CH:6][CH:5]=[C:4]([F:8])[C:3]=1[C:9]1[O:10][CH2:11][CH:12]([C:14]2[CH:19]=[CH:18][C:17](Br)=[CH:16][CH:15]=2)[N:13]=1.[CH2:21]([O:24][C:25]1[CH:30]=[CH:29][C:28]([Sn](C)(C)C)=[CH:27][N:26]=1)[CH2:22][CH3:23].[Cl-].[Li+], predict the reaction product. The product is: [F:1][C:2]1[CH:7]=[CH:6][CH:5]=[C:4]([F:8])[C:3]=1[C:9]1[O:10][CH2:11][CH:12]([C:14]2[CH:19]=[CH:18][C:17]([C:28]3[CH:29]=[CH:30][C:25]([O:24][CH2:21][CH2:22][CH3:23])=[N:26][CH:27]=3)=[CH:16][CH:15]=2)[N:13]=1. (5) Given the reactants [CH3:1][O:2][C:3]([C:5]1[CH:13]=[C:12]2[C:8]([CH2:9][C:10](=[O:14])[NH:11]2)=[CH:7][CH:6]=1)=[O:4].[CH3:15][CH2:16][O:17][C:18](OCC)(OCC)[C:19]1[CH:24]=[CH:23][CH:22]=[CH:21][CH:20]=1.[C:31](OC(=O)C)(=[O:33])[CH3:32], predict the reaction product. The product is: [C:31]([N:11]1[C:12]2[C:8](=[CH:7][CH:6]=[C:5]([C:3]([O:2][CH3:1])=[O:4])[CH:13]=2)[C:9](=[C:18]([O:17][CH2:16][CH3:15])[C:19]2[CH:24]=[CH:23][CH:22]=[CH:21][CH:20]=2)[C:10]1=[O:14])(=[O:33])[CH3:32]. (6) The product is: [O:23]([C:20]1[CH:19]=[CH:18][C:17]([CH2:16][N:1]2[CH:5]=[C:4]([C:6]3[C:7]([NH2:12])=[N:8][CH:9]=[CH:10][CH:11]=3)[CH:3]=[N:2]2)=[CH:22][CH:21]=1)[C:24]1[CH:25]=[CH:26][CH:27]=[CH:28][CH:29]=1. Given the reactants [NH:1]1[CH:5]=[C:4]([C:6]2[C:7]([NH2:12])=[N:8][CH:9]=[CH:10][CH:11]=2)[CH:3]=[N:2]1.[H-].[Na+].Cl[CH2:16][C:17]1[CH:22]=[CH:21][C:20]([O:23][C:24]2[CH:29]=[CH:28][CH:27]=[CH:26][CH:25]=2)=[CH:19][CH:18]=1, predict the reaction product. (7) Given the reactants [C:1]([O:5][C:6](=[O:16])[N:7]([N:10]1[CH:14]=[C:13](Br)[N:12]=[CH:11]1)[CH2:8][CH3:9])([CH3:4])([CH3:3])[CH3:2].[N:17]1[CH:22]=[CH:21][CH:20]=[C:19](B(O)O)[CH:18]=1.C(=O)([O-])[O-].[K+].[K+].O, predict the reaction product. The product is: [CH2:8]([N:7]([N:10]1[CH:14]=[C:13]([C:19]2[CH:18]=[N:17][CH:22]=[CH:21][CH:20]=2)[N:12]=[CH:11]1)[C:6](=[O:16])[O:5][C:1]([CH3:4])([CH3:3])[CH3:2])[CH3:9]. (8) Given the reactants [C:1]([C:3]1[CH:8]=[CH:7][C:6]([NH:9][C:10](=[O:15])[C:11]([F:14])([F:13])[F:12])=[CH:5][CH:4]=1)#[CH:2].Br[C:17]1([CH2:25][OH:26])[NH:22][C:21]([CH2:23][OH:24])=[CH:20][CH:19]=[CH:18]1, predict the reaction product. The product is: [OH:24][CH2:23][C:21]1[CH:20]=[C:19]([C:2]#[C:1][C:3]2[CH:8]=[CH:7][C:6]([NH:9][C:10](=[O:15])[C:11]([F:12])([F:14])[F:13])=[CH:5][CH:4]=2)[CH:18]=[C:17]([CH2:25][OH:26])[N:22]=1. (9) Given the reactants F[P-](F)(F)(F)(F)F.N1(O[P+](N(C)C)(N(C)C)N(C)C)C2C=CC=CC=2N=N1.C(NC(C)C)(C)C.[F:35][C:36](=[CH2:40])[C:37](O)=[O:38].[NH2:41][C:42]1[N:46]([C@@H:47]2[CH2:52][CH2:51][CH2:50][NH:49][CH2:48]2)[N:45]=[C:44]([C:53]2[CH:58]=[CH:57][C:56]([O:59][C:60]3[CH:65]=[CH:64][CH:63]=[C:62]([C:66]([F:69])([F:68])[F:67])[N:61]=3)=[CH:55][CH:54]=2)[C:43]=1[C:70]([NH2:72])=[O:71], predict the reaction product. The product is: [NH2:41][C:42]1[N:46]([C@@H:47]2[CH2:52][CH2:51][CH2:50][N:49]([C:37](=[O:38])[C:36]([F:35])=[CH2:40])[CH2:48]2)[N:45]=[C:44]([C:53]2[CH:58]=[CH:57][C:56]([O:59][C:60]3[CH:65]=[CH:64][CH:63]=[C:62]([C:66]([F:69])([F:68])[F:67])[N:61]=3)=[CH:55][CH:54]=2)[C:43]=1[C:70]([NH2:72])=[O:71].